Dataset: Catalyst prediction with 721,799 reactions and 888 catalyst types from USPTO. Task: Predict which catalyst facilitates the given reaction. The catalyst class is: 247. Product: [CH2:8]([C:3]1[C:2]([B:12]([OH:17])[OH:13])=[CH:7][CH:6]=[CH:5][N:4]=1)[CH2:9][CH:10]=[CH2:11]. Reactant: Br[C:2]1[C:3]([CH2:8][CH2:9][CH:10]=[CH2:11])=[N:4][CH:5]=[CH:6][CH:7]=1.[B:12](OC(C)C)([O:17]C(C)C)[O:13]C(C)C.[Li]CCCC.